Task: Regression/Classification. Given a drug SMILES string, predict its toxicity properties. Task type varies by dataset: regression for continuous values (e.g., LD50, hERG inhibition percentage) or binary classification for toxic/non-toxic outcomes (e.g., AMES mutagenicity, cardiotoxicity, hepatotoxicity). Dataset: herg.. Dataset: hERG channel blocking data for cardiac toxicity assessment (1) The drug is CC(C)(C)OC(=O)N1CC[C@@H]2C[NH+](C[C@@H](O)COc3ccc(C#N)cc3)C[C@@H](C1)O2. The result is 1 (blocker). (2) The drug is COc1ccc(CNc2nnc(N3CCC4(CC3)CC(O)C4)c3ccc(C#N)cc23)cc1Cl. The result is 1 (blocker). (3) The compound is C[C@@](O)(c1ccccc1)[C@H]1C=CC([C@H](c2cc[n+](O)cc2)c2ccc(OC(F)F)c(OC(F)F)c2)=CN1. The result is 1 (blocker). (4) The molecule is CN(CCOc1ccc(CC2SC(=O)NC2=O)cc1)c1ccccn1. The result is 0 (non-blocker). (5) The result is 0 (non-blocker). The drug is O=C(O)c1ccc(-n2cc(C3CCN(CCN4CCNC4=O)CC3)c3cc(Cl)ccc32)cc1. (6) The compound is CC1=CN2C(N)=C(Cl)C=C(C(=O)NC[C@@H]3CCCN(CC(C)C)C3)[C@@H]2N1. The result is 1 (blocker). (7) The molecule is Fc1ccc([C@@H]2CC[NH2+]C[C@@H]2COc2ccc3c(c2)OCO3)cc1. The result is 0 (non-blocker).